This data is from Full USPTO retrosynthesis dataset with 1.9M reactions from patents (1976-2016). The task is: Predict the reactants needed to synthesize the given product. Given the product [ClH:16].[CH3:1][C:2]1[S:3][C:4]2[C:14]([N:15]=1)=[CH:13][C:7]1[CH2:8][CH2:9][N:10]([CH2:17][CH2:18][CH2:19][S:20][C:21]3[N:25]([CH3:26])[C:24]([C:27]4[O:31][CH:30]=[N:29][C:28]=4[CH3:32])=[N:23][N:22]=3)[CH2:11][CH2:12][C:6]=1[CH:5]=2, predict the reactants needed to synthesize it. The reactants are: [CH3:1][C:2]1[S:3][C:4]2[C:14]([N:15]=1)=[CH:13][C:7]1[CH2:8][CH2:9][NH:10][CH2:11][CH2:12][C:6]=1[CH:5]=2.[Cl:16][CH2:17][CH2:18][CH2:19][S:20][C:21]1[N:25]([CH3:26])[C:24]([C:27]2[O:31][CH:30]=[N:29][C:28]=2[CH3:32])=[N:23][N:22]=1.